The task is: Regression/Classification. Given a drug SMILES string, predict its toxicity properties. Task type varies by dataset: regression for continuous values (e.g., LD50, hERG inhibition percentage) or binary classification for toxic/non-toxic outcomes (e.g., AMES mutagenicity, cardiotoxicity, hepatotoxicity). Dataset: ld50_zhu.. This data is from Acute oral toxicity (LD50) regression data from Zhu et al.. The drug is CCC(C)(C)OO. The rat oral LD50 is 2.08, given as -log10 of the dose in mol/kg body weight (higher means more acutely toxic).